This data is from TCR-epitope binding with 47,182 pairs between 192 epitopes and 23,139 TCRs. The task is: Binary Classification. Given a T-cell receptor sequence (or CDR3 region) and an epitope sequence, predict whether binding occurs between them. The epitope is FADDLNQLTGY. The TCR CDR3 sequence is CASSQDLSGGRYNEQFF. Result: 1 (the TCR binds to the epitope).